Dataset: Forward reaction prediction with 1.9M reactions from USPTO patents (1976-2016). Task: Predict the product of the given reaction. (1) Given the reactants [NH2:1][CH2:2][C:3]1[CH:11]=[CH:10][C:6]([C:7]([OH:9])=[O:8])=[CH:5][CH:4]=1.Cl.O.[OH-].[Na+].[C:16](O[C:16]([O:18][C:19]([CH3:22])([CH3:21])[CH3:20])=[O:17])([O:18][C:19]([CH3:22])([CH3:21])[CH3:20])=[O:17], predict the reaction product. The product is: [C:19]([O:18][C:16]([NH:1][CH2:2][C:3]1[CH:4]=[CH:5][C:6]([C:7]([OH:9])=[O:8])=[CH:10][CH:11]=1)=[O:17])([CH3:22])([CH3:21])[CH3:20]. (2) Given the reactants Cl[C:2]1[C:3]2[C:4](=[CH:20][N:21](CC3C=CC(OC)=CC=3)[N:22]=2)[N:5]=[C:6]([C:8]2[CH:13]=[CH:12][CH:11]=[C:10]([C:14]3[CH:15]=[N:16][CH:17]=[CH:18][CH:19]=3)[CH:9]=2)[N:7]=1.[CH3:32][N:33]1[CH2:38][CH2:37][N:36]([C:39]2[CH:45]=[CH:44][C:42]([NH2:43])=[CH:41][CH:40]=2)[CH2:35][CH2:34]1.Cl, predict the reaction product. The product is: [CH3:32][N:33]1[CH2:34][CH2:35][N:36]([C:39]2[CH:45]=[CH:44][C:42]([NH:43][C:2]3[C:3]4[NH:22][N:21]=[CH:20][C:4]=4[N:5]=[C:6]([C:8]4[CH:13]=[CH:12][CH:11]=[C:10]([C:14]5[CH:15]=[N:16][CH:17]=[CH:18][CH:19]=5)[CH:9]=4)[N:7]=3)=[CH:41][CH:40]=2)[CH2:37][CH2:38]1. (3) Given the reactants [CH3:1][O:2][C:3]1[CH:4]=[C:5](/[C:11](=[CH:14]/[C:15]2[S:16][C:17]([N:20]3[CH2:25][CH2:24][CH:23]([OH:26])[CH2:22][CH2:21]3)=[CH:18][CH:19]=2)/[C:12]#[N:13])[CH:6]=[CH:7][C:8]=1[O:9][CH3:10].[CH2:27]([N:29]([CH2:33][CH3:34])[C:30](Cl)=[O:31])[CH3:28].CO, predict the reaction product. The product is: [CH2:27]([N:29]([CH2:33][CH3:34])[C:30](=[O:31])[O:26][CH:23]1[CH2:22][CH2:21][N:20]([C:17]2[S:16][C:15](/[CH:14]=[C:11](\[C:12]#[N:13])/[C:5]3[CH:6]=[CH:7][C:8]([O:9][CH3:10])=[C:3]([O:2][CH3:1])[CH:4]=3)=[CH:19][CH:18]=2)[CH2:25][CH2:24]1)[CH3:28]. (4) Given the reactants [Br:1][C:2]1[C:3](F)=[C:4]2[C:10]([NH:11][C:12](=[O:23])[C:13]3[CH:18]=[CH:17][CH:16]=[C:15]([C:19]([F:22])([F:21])[F:20])[CH:14]=3)=[CH:9][NH:8][C:5]2=[N:6][CH:7]=1.[NH:25]1[CH2:30][CH2:29][CH2:28][C@@H:27]([NH:31][C:32](=[O:38])[O:33][C:34]([CH3:37])([CH3:36])[CH3:35])[CH2:26]1, predict the reaction product. The product is: [Br:1][C:2]1[C:3]([N:25]2[CH2:30][CH2:29][CH2:28][C@@H:27]([NH:31][C:32](=[O:38])[O:33][C:34]([CH3:36])([CH3:35])[CH3:37])[CH2:26]2)=[C:4]2[C:10]([NH:11][C:12](=[O:23])[C:13]3[CH:18]=[CH:17][CH:16]=[C:15]([C:19]([F:22])([F:21])[F:20])[CH:14]=3)=[CH:9][NH:8][C:5]2=[N:6][CH:7]=1. (5) Given the reactants [Cl:1][C:2]1[C:3]([CH3:12])=[CH:4][C:5]2[O:9][C:8](S)=[N:7][C:6]=2[CH:11]=1.[CH3:13][N:14]1[CH2:20][CH2:19][CH2:18][NH:17][CH2:16][CH2:15]1, predict the reaction product. The product is: [Cl:1][C:2]1[C:3]([CH3:12])=[CH:4][C:5]2[O:9][C:8]([N:17]3[CH2:18][CH2:19][CH2:20][N:14]([CH3:13])[CH2:15][CH2:16]3)=[N:7][C:6]=2[CH:11]=1. (6) The product is: [CH2:1]([N:8]1[C:16]2[C:11](=[CH:12][CH:13]=[CH:14][CH:15]=2)[C:10]([CH3:20])([C:22]([Cl:24])=[O:23])[NH:9]1)[C:2]1[CH:3]=[CH:4][CH:5]=[CH:6][CH:7]=1. Given the reactants [CH2:1]([N:8]1[C:16]2[C:11](=[CH:12][CH:13]=[C:14](C(O)=O)[CH:15]=2)[C:10]([CH3:20])=[N:9]1)[C:2]1[CH:7]=[CH:6][CH:5]=[CH:4][CH:3]=1.C(Cl)(=O)[C:22]([Cl:24])=[O:23], predict the reaction product.